This data is from Forward reaction prediction with 1.9M reactions from USPTO patents (1976-2016). The task is: Predict the product of the given reaction. (1) Given the reactants [H-].[Na+].[CH:3]1[C:13]2[CH2:12][O:11][C:10]3[CH:14]=[CH:15][CH:16]=[CH:17][C:9]=3[NH:8][C:7]=2[CH:6]=[CH:5][CH:4]=1.Cl[C@@H:19]1[CH2:25][CH2:24][CH2:23][CH2:22][N:21]([CH2:26][CH2:27][C:28]2[CH:33]=[CH:32][CH:31]=[C:30]([O:34][CH3:35])[CH:29]=2)[CH2:20]1, predict the reaction product. The product is: [CH3:35][O:34][C:30]1[CH:29]=[C:28]([CH:33]=[CH:32][CH:31]=1)[CH2:27][CH2:26][N:21]1[CH2:22][CH2:23][CH2:24][CH2:25][C@@H:20]1[CH2:19][N:8]1[C:7]2[CH:6]=[CH:5][CH:4]=[CH:3][C:13]=2[CH2:12][O:11][C:10]2[CH:14]=[CH:15][CH:16]=[CH:17][C:9]1=2. (2) The product is: [CH3:1][O:2][C:3]1[N:8]=[C:7](/[CH:9]=[CH:10]/[C:11]2[N:30]=[C:14]3[C:15]([C:20]4[CH:25]=[CH:24][CH:23]=[CH:22][C:21]=4[C:26]([F:29])([F:28])[F:27])=[CH:16][CH2:17][CH2:18][N:13]3[N:12]=2)[CH:6]=[CH:5][C:4]=1[N:31]1[CH:35]=[C:34]([CH3:36])[N:33]=[CH:32]1. Given the reactants [CH3:1][O:2][C:3]1[N:8]=[C:7](/[CH:9]=[CH:10]/[C:11]2[N:30]=[C:14]3[C:15]([C:20]4[CH:25]=[CH:24][CH:23]=[CH:22][C:21]=4[C:26]([F:29])([F:28])[F:27])(O)[CH2:16][CH2:17][CH2:18][N:13]3[N:12]=2)[CH:6]=[CH:5][C:4]=1[N:31]1[CH:35]=[C:34]([CH3:36])[N:33]=[CH:32]1.C(N(S(F)(F)F)CC)C.C(OCC)(=O)C.O, predict the reaction product. (3) Given the reactants [CH3:1][C:2]([CH3:21])([CH3:20])[CH2:3][N:4]([CH2:17][CH2:18][OH:19])[C:5]1[CH:12]=[CH:11][C:8]([C:9]#[N:10])=[C:7]([C:13]([F:16])([F:15])[F:14])[CH:6]=1.[F:22][C:23]1[CH:24]=[CH:25][C:26](=O)[NH:27][CH:28]=1, predict the reaction product. The product is: [CH3:1][C:2]([CH3:21])([CH3:20])[CH2:3][N:4]([CH2:17][CH2:18][O:19][C:26]1[CH:25]=[CH:24][C:23]([F:22])=[CH:28][N:27]=1)[C:5]1[CH:12]=[CH:11][C:8]([C:9]#[N:10])=[C:7]([C:13]([F:14])([F:15])[F:16])[CH:6]=1. (4) The product is: [CH:65]1([CH:55]([NH:54][C:27]([C:25]2[CH:24]=[CH:23][C:21]3[NH:22][C:18]([C:10]4[N:9]=[CH:8][C:17]5[C:12]([CH:11]=4)=[CH:13][CH:14]=[CH:15][CH:16]=5)=[N:19][C:20]=3[CH:26]=2)=[O:28])[CH2:56][C:57](=[O:58])[NH:59][C:60]2[NH:61][CH:62]=[CH:63][N:64]=2)[CH2:67][CH2:66]1. Given the reactants Cl.O1CCOCC1.[CH:8]1[C:17]2[C:12](=[CH:13][CH:14]=[CH:15][CH:16]=2)[CH:11]=[C:10]([C:18]2[NH:22][C:21]3[CH:23]=[CH:24][C:25]([C:27](O)=[O:28])=[CH:26][C:20]=3[N:19]=2)[N:9]=1.CN(C(ON1N=NC2C=CC=CC1=2)=[N+](C)C)C.F[P-](F)(F)(F)(F)F.[NH2:54][CH:55]([CH:65]1[CH2:67][CH2:66]1)[CH2:56][C:57]([NH:59][C:60]1[NH:61][CH:62]=[CH:63][N:64]=1)=[O:58], predict the reaction product.